Task: Predict which catalyst facilitates the given reaction.. Dataset: Catalyst prediction with 721,799 reactions and 888 catalyst types from USPTO Reactant: [F:1][C:2]1[CH:3]=[CH:4][C:5]([O:13][CH2:14][CH2:15][CH3:16])=[C:6]([CH2:8][CH2:9][C:10]([OH:12])=O)[CH:7]=1.[CH:17]([NH:20][NH:21][C:22](=[O:29])[C:23]1[CH:28]=[CH:27][CH:26]=[CH:25][CH:24]=1)([CH3:19])[CH3:18].C(N(C(C)C)CC)(C)C.C1CN([P+](Br)(N2CCCC2)N2CCCC2)CC1.F[P-](F)(F)(F)(F)F. Product: [F:1][C:2]1[CH:3]=[CH:4][C:5]([O:13][CH2:14][CH2:15][CH3:16])=[C:6]([CH2:8][CH2:9][C:10]([N:20]([CH:17]([CH3:19])[CH3:18])[NH:21][C:22](=[O:29])[C:23]2[CH:28]=[CH:27][CH:26]=[CH:25][CH:24]=2)=[O:12])[CH:7]=1. The catalyst class is: 3.